Dataset: Forward reaction prediction with 1.9M reactions from USPTO patents (1976-2016). Task: Predict the product of the given reaction. (1) Given the reactants [OH:1][N:2]=[C:3]([C:10]1[N:14]([CH3:15])[CH:13]=[N:12][CH:11]=1)[C:4]1[CH:9]=[CH:8][CH:7]=[CH:6][CH:5]=1.Br[CH2:17][C:18]1[N:23]=[C:22]([N:24]2[C:32](=[O:33])[C:31]3[C:26](=[CH:27][CH:28]=[CH:29][CH:30]=3)[C:25]2=[O:34])[CH:21]=[CH:20][CH:19]=1.C(=O)([O-])[O-].[Cs+].[Cs+].[I-].[K+], predict the reaction product. The product is: [CH3:15][N:14]1[C:10]([C:3](=[N:2][O:1][CH2:17][C:18]2[N:23]=[C:22]([N:24]3[C:25](=[O:34])[C:26]4[C:31](=[CH:30][CH:29]=[CH:28][CH:27]=4)[C:32]3=[O:33])[CH:21]=[CH:20][CH:19]=2)[C:4]2[CH:5]=[CH:6][CH:7]=[CH:8][CH:9]=2)=[CH:11][N:12]=[CH:13]1. (2) Given the reactants [NH2:1][C:2]([C:4]1[C:5]2[S:27][C:26](Br)=[CH:25][C:6]=2[C:7]([N:10]([CH3:24])[C@H:11]2[CH2:16][CH2:15][CH2:14][N:13]([C:17]([O:19][C:20]([CH3:23])([CH3:22])[CH3:21])=[O:18])[CH2:12]2)=[N:8][CH:9]=1)=[O:3].[CH2:29]([O:36][C:37]1[CH:42]=[CH:41][CH:40]=[CH:39][C:38]=1B(O)O)[C:30]1[CH:35]=[CH:34][CH:33]=[CH:32][CH:31]=1.C(=O)([O-])[O-].[Cs+].[Cs+], predict the reaction product. The product is: [NH2:1][C:2]([C:4]1[C:5]2[S:27][C:26]([C:38]3[CH:39]=[CH:40][CH:41]=[CH:42][C:37]=3[O:36][CH2:29][C:30]3[CH:31]=[CH:32][CH:33]=[CH:34][CH:35]=3)=[CH:25][C:6]=2[C:7]([N:10]([CH3:24])[C@H:11]2[CH2:16][CH2:15][CH2:14][N:13]([C:17]([O:19][C:20]([CH3:23])([CH3:22])[CH3:21])=[O:18])[CH2:12]2)=[N:8][CH:9]=1)=[O:3]. (3) Given the reactants F[C:2]1[CH:3]=[CH:4][C:5]2[N+:10]([O-:11])=[N:9][C:8]([NH2:12])=[N:7][C:6]=2[CH:13]=1.[CH3:14][NH:15][CH3:16], predict the reaction product. The product is: [CH3:14][N:15]([CH3:16])[C:2]1[CH:3]=[CH:4][C:5]2[N+:10]([O-:11])=[N:9][C:8]([NH2:12])=[N:7][C:6]=2[CH:13]=1. (4) Given the reactants [F:1][C:2]1[CH:9]=[CH:8][C:5]([CH2:6][NH2:7])=[CH:4][CH:3]=1.C([O:12][C:13]([C:15]1[N:16]=[C:17]2[CH:22]=[CH:21][C:20]([N:23]3[CH2:28][CH2:27][N:26]([C:29](=[O:41])[C:30]4[CH:35]=[C:34]([F:36])[CH:33]=[CH:32][C:31]=4[C:37]([F:40])([F:39])[F:38])[CH2:25][CH2:24]3)=[N:19][N:18]2[CH:42]=1)=O)C, predict the reaction product. The product is: [F:1][C:2]1[CH:9]=[CH:8][C:5]([CH2:6][NH:7][C:13]([C:15]2[N:16]=[C:17]3[CH:22]=[CH:21][C:20]([N:23]4[CH2:28][CH2:27][N:26]([C:29](=[O:41])[C:30]5[CH:35]=[C:34]([F:36])[CH:33]=[CH:32][C:31]=5[C:37]([F:38])([F:40])[F:39])[CH2:25][CH2:24]4)=[N:19][N:18]3[CH:42]=2)=[O:12])=[CH:4][CH:3]=1. (5) Given the reactants [NH2:1][C:2]1[CH:6]=[CH:5][NH:4][N:3]=1.CC([O-])(C)C.[K+].I[CH2:14][C:15]([O:17][CH2:18][CH3:19])=[O:16], predict the reaction product. The product is: [CH2:18]([O:17][C:15](=[O:16])[CH2:14][N:4]1[CH:5]=[CH:6][C:2]([NH2:1])=[N:3]1)[CH3:19]. (6) The product is: [F:10][C:9]([F:12])([F:11])[C:7]1[CH:6]=[CH:5][C:3]([NH2:4])=[C:2]([C:25]#[C:24][Si:21]([CH3:23])([CH3:22])[CH3:20])[CH:8]=1. Given the reactants I[C:2]1[CH:8]=[C:7]([C:9]([F:12])([F:11])[F:10])[CH:6]=[CH:5][C:3]=1[NH2:4].C(N(CC)CC)C.[CH3:20][Si:21]([C:24]#[CH:25])([CH3:23])[CH3:22], predict the reaction product. (7) The product is: [Cl:1][C:2]1[S:6][C:5]([NH:7][C:8](=[O:23])[N:9]([C@H:16]2[CH2:21][CH2:20][C@H:19]([CH3:22])[CH2:18][CH2:17]2)[CH:10]2[CH2:11][CH2:12][N:13]([S:28]([CH2:27][CH2:26][CH3:25])(=[O:30])=[O:29])[CH2:14][CH2:15]2)=[N:4][CH:3]=1. Given the reactants [Cl:1][C:2]1[S:6][C:5]([NH:7][C:8](=[O:23])[N:9]([C@H:16]2[CH2:21][CH2:20][C@H:19]([CH3:22])[CH2:18][CH2:17]2)[CH:10]2[CH2:15][CH2:14][NH:13][CH2:12][CH2:11]2)=[N:4][CH:3]=1.Cl[CH2:25][CH2:26][CH2:27][S:28](Cl)(=[O:30])=[O:29], predict the reaction product.